From a dataset of Catalyst prediction with 721,799 reactions and 888 catalyst types from USPTO. Predict which catalyst facilitates the given reaction. (1) Reactant: [Br:1][C:2]1[CH:9]=[C:8]([NH:10][NH2:11])[CH:7]=[CH:6][C:3]=1[C:4]#[N:5].C([O:14][C:15](=O)[CH2:16][C:17](=O)[CH3:18])C. Product: [Br:1][C:2]1[CH:9]=[C:8]([N:10]2[C:15]([OH:14])=[CH:16][C:17]([CH3:18])=[N:11]2)[CH:7]=[CH:6][C:3]=1[C:4]#[N:5]. The catalyst class is: 15. (2) Reactant: [F:1][C:2]([F:10])([F:9])[CH2:3][CH2:4][S:5](Cl)(=[O:7])=[O:6].[C:11]([C:13]1[C:14]([C:33]([NH:35][N:36]2[CH2:41][CH2:40][CH2:39][CH2:38][CH2:37]2)=[O:34])=[N:15][N:16]([C:25]2[CH:30]=[CH:29][C:28]([Cl:31])=[CH:27][C:26]=2[Cl:32])[C:17]=1[C:18]1[CH:23]=[CH:22][C:21]([OH:24])=[CH:20][CH:19]=1)#[N:12].O. Product: [F:1][C:2]([F:10])([F:9])[CH2:3][CH2:4][S:5]([O:24][C:21]1[CH:22]=[CH:23][C:18]([C:17]2[N:16]([C:25]3[CH:30]=[CH:29][C:28]([Cl:31])=[CH:27][C:26]=3[Cl:32])[N:15]=[C:14]([C:33]([NH:35][N:36]3[CH2:37][CH2:38][CH2:39][CH2:40][CH2:41]3)=[O:34])[C:13]=2[C:11]#[N:12])=[CH:19][CH:20]=1)(=[O:7])=[O:6]. The catalyst class is: 2. (3) Reactant: Br[C:2]1[CH:7]=[CH:6][C:5]([Cl:8])=[CH:4][C:3]=1[Cl:9].[Mg].II.[C:13](OCC)(=[O:19])[C:14]([O:16][CH2:17][CH3:18])=[O:15].[Cl-].[NH4+]. Product: [Cl:9][C:3]1[CH:4]=[C:5]([Cl:8])[CH:6]=[CH:7][C:2]=1[C:13](=[O:19])[C:14]([O:16][CH2:17][CH3:18])=[O:15]. The catalyst class is: 1. (4) Reactant: [OH-:1].[Na+].[CH3:3][O:4][C:5]1[CH:6]=[C:7]([CH:11]2[NH:16][C:15](=[O:17])[C:14]3([CH2:23][O:22][CH2:21][CH2:20][O:19][CH2:18]3)[N:13]([C:24]([O-:26])=[O:25])[CH2:12]2)[CH:8]=[CH:9][CH:10]=1. Product: [C:7]([O:25][C:24]([N:13]1[C:14]2([CH2:18][O:19][CH2:20][CH2:21][O:22][CH2:23]2)[C:15](=[O:17])[N:16]([CH2:10][C:5]([OH:4])=[O:1])[CH:11]([C:7]2[CH:8]=[CH:9][CH:10]=[C:5]([O:4][CH3:3])[CH:6]=2)[CH2:12]1)=[O:26])([CH3:11])([CH3:8])[CH3:6]. The catalyst class is: 5. (5) Reactant: [NH:1](C(OC(C)(C)C)=O)[C@H:2]([C:15]([NH:17][C@H:18]([C:26]([NH2:28])=[O:27])[CH2:19][CH2:20][CH2:21][NH:22][C:23](=[NH:25])[NH2:24])=[O:16])[CH2:3][C:4]1[CH:9]=[CH:8][C:7]([O:10]C(C)(C)C)=[CH:6][CH:5]=1.FC(F)(F)C(O)=O. Product: [NH2:1][C@H:2]([C:15]([NH:17][C@H:18]([C:26]([NH2:28])=[O:27])[CH2:19][CH2:20][CH2:21][NH:22][C:23](=[NH:24])[NH2:25])=[O:16])[CH2:3][C:4]1[CH:5]=[CH:6][C:7]([OH:10])=[CH:8][CH:9]=1. The catalyst class is: 2.